Dataset: Full USPTO retrosynthesis dataset with 1.9M reactions from patents (1976-2016). Task: Predict the reactants needed to synthesize the given product. Given the product [F:1][C:2]1[CH:7]=[C:6]([N:8]2[CH2:12][C@H:11]([CH2:13][N:14]3[CH:18]=[CH:17][N:16]=[N:15]3)[O:10][C:9]2=[O:19])[CH:5]=[CH:4][C:3]=1[C:20]1[CH:25]=[N:24][C:23]([C:26](=[O:41])[CH2:27][CH:28]2[CH2:33][CH2:32][NH:31][CH2:30][CH2:29]2)=[CH:22][CH:21]=1, predict the reactants needed to synthesize it. The reactants are: [F:1][C:2]1[CH:7]=[C:6]([N:8]2[CH2:12][C@H:11]([CH2:13][N:14]3[CH:18]=[CH:17][N:16]=[N:15]3)[O:10][C:9]2=[O:19])[CH:5]=[CH:4][C:3]=1[C:20]1[CH:21]=[CH:22][C:23]([C:26](=[O:41])[CH2:27][CH:28]2[CH2:33][CH2:32][N:31](C(OC(C)(C)C)=O)[CH2:30][CH2:29]2)=[N:24][CH:25]=1.Cl.